Dataset: Forward reaction prediction with 1.9M reactions from USPTO patents (1976-2016). Task: Predict the product of the given reaction. (1) Given the reactants [Cl:1][C:2]1[CH:7]=[C:6]([C:8]([F:11])([F:10])[F:9])[CH:5]=[C:4]([Cl:12])[C:3]=1[NH:13][NH:14][CH:15]([CH2:18][C:19]#[N:20])[C:16]#[N:17], predict the reaction product. The product is: [Cl:1][C:2]1[CH:7]=[C:6]([C:8]([F:10])([F:11])[F:9])[CH:5]=[C:4]([Cl:12])[C:3]=1[NH:13][N:14]=[C:15]([CH2:18][C:19]#[N:20])[C:16]#[N:17].[NH2:20][C:19]1[N:13]([C:3]2[C:2]([Cl:1])=[CH:7][C:6]([C:8]([F:10])([F:11])[F:9])=[CH:5][C:4]=2[Cl:12])[N:14]=[C:15]([C:16]#[N:17])[CH:18]=1. (2) Given the reactants [CH2:1]([NH2:8])[C:2]1[CH:7]=[CH:6][CH:5]=[CH:4][CH:3]=1.[C:9]([O:13][C:14]1[CH:19]=[C:18]([C:20]2[C:29]3[C:24](=[C:25]([C:30]4[CH:35]=[CH:34][CH:33]=[CH:32][CH:31]=4)[CH:26]=[CH:27][CH:28]=3)[C:23](Cl)=[N:22][N:21]=2)[CH:17]=[CH:16][N:15]=1)([CH3:12])([CH3:11])[CH3:10], predict the reaction product. The product is: [CH2:1]([NH:8][C:23]1[C:24]2[C:29](=[CH:28][CH:27]=[CH:26][C:25]=2[C:30]2[CH:31]=[CH:32][CH:33]=[CH:34][CH:35]=2)[C:20]([C:18]2[CH:17]=[CH:16][N:15]=[C:14]([O:13][C:9]([CH3:12])([CH3:11])[CH3:10])[CH:19]=2)=[N:21][N:22]=1)[C:2]1[CH:7]=[CH:6][CH:5]=[CH:4][CH:3]=1. (3) The product is: [O:1]([C:3]1[CH:9]=[CH:8][C:7]([N+:10]([O-:12])=[O:11])=[CH:6][C:4]=1[NH:5][CH:13]=[O:15])[CH3:2]. Given the reactants [O:1]([C:3]1[CH:9]=[CH:8][C:7]([N+:10]([O-:12])=[O:11])=[CH:6][C:4]=1[NH2:5])[CH3:2].[C:13](OC(=O)C)(=[O:15])C, predict the reaction product. (4) Given the reactants Cl.Cl.[NH:3]1[CH2:8][CH2:7][CH:6](/[CH:9]=[C:10]2/[C:11]([NH:16][CH2:17][C:18]#[CH:19])=[N:12][C:13](=[O:15])[S:14]/2)[CH2:5][CH2:4]1.[CH:20]1([CH:26]=O)[CH2:25][CH2:24][CH2:23][CH2:22][CH2:21]1.C(O[BH-](OC(=O)C)OC(=O)C)(=O)C.[Na+].C(=O)([O-])O.[Na+], predict the reaction product. The product is: [CH:20]1([CH2:26][N:3]2[CH2:8][CH2:7][CH:6](/[CH:9]=[C:10]3/[C:11]([NH:16][CH2:17][C:18]#[CH:19])=[N:12][C:13](=[O:15])[S:14]/3)[CH2:5][CH2:4]2)[CH2:25][CH2:24][CH2:23][CH2:22][CH2:21]1. (5) Given the reactants Cl[C:2]1[N:7]=[C:6]([NH:8][C:9]2[CH:13]=[C:12]([CH:14]3[CH2:18][CH2:17][CH2:16][CH2:15]3)[NH:11][N:10]=2)[CH:5]=[C:4]([CH3:19])[N:3]=1.[NH2:20][C:21]1[CH:26]=[CH:25][C:24]([NH:27][C:28](=[O:39])[C:29]2[CH:34]=[CH:33][CH:32]=[C:31]([C:35]([F:38])([F:37])[F:36])[CH:30]=2)=[CH:23][CH:22]=1.Cl, predict the reaction product. The product is: [CH:14]1([C:12]2[NH:11][N:10]=[C:9]([NH:8][C:6]3[CH:5]=[C:4]([CH3:19])[N:3]=[C:2]([NH:20][C:21]4[CH:22]=[CH:23][C:24]([NH:27][C:28](=[O:39])[C:29]5[CH:34]=[CH:33][CH:32]=[C:31]([C:35]([F:36])([F:37])[F:38])[CH:30]=5)=[CH:25][CH:26]=4)[N:7]=3)[CH:13]=2)[CH2:18][CH2:17][CH2:16][CH2:15]1. (6) Given the reactants OC(C(F)(F)F)=O.[NH2:8][CH:9]([CH:27]1[CH2:32][CH2:31][CH2:30][CH2:29][CH2:28]1)[C:10]([NH:12][CH:13]([CH:16]([C:18]1[O:19][C:20]2[CH:26]=[CH:25][CH:24]=[CH:23][C:21]=2[N:22]=1)[OH:17])[CH2:14][CH3:15])=[O:11].[Cl:33][C:34]1[CH:39]=[CH:38][CH:37]=[CH:36][C:35]=1[C:40]1[CH:45]=[CH:44][C:43]([C:46](O)=[O:47])=[CH:42][CH:41]=1.C1C=CC2N(O)N=NC=2C=1.C(Cl)CCl.CN1CCOCC1, predict the reaction product. The product is: [O:19]1[C:20]2[CH:26]=[CH:25][CH:24]=[CH:23][C:21]=2[N:22]=[C:18]1[CH:16]([OH:17])[CH:13]([NH:12][C:10]([CH:9]([NH:8][C:46]([C:43]1[CH:42]=[CH:41][C:40]([C:35]2[CH:36]=[CH:37][CH:38]=[CH:39][C:34]=2[Cl:33])=[CH:45][CH:44]=1)=[O:47])[CH:27]1[CH2:32][CH2:31][CH2:30][CH2:29][CH2:28]1)=[O:11])[CH2:14][CH3:15]. (7) Given the reactants [C:1]1([CH:7]2[CH2:11][NH:10][C:9](=O)[CH:8]2[CH2:13][C:14]2[CH:19]=[C:18]([C:20]([F:23])([F:22])[F:21])[CH:17]=[CH:16][N:15]=2)[CH:6]=[CH:5][CH:4]=[CH:3][CH:2]=1.[H-].[Al+3].[Li+].[H-].[H-].[H-].C(=O)(O)[O-].[Na+].C(OCC)(=O)C, predict the reaction product. The product is: [C:1]1([CH:7]2[CH2:11][NH:10][CH2:9][CH:8]2[CH2:13][C:14]2[CH:19]=[C:18]([C:20]([F:22])([F:23])[F:21])[CH:17]=[CH:16][N:15]=2)[CH:6]=[CH:5][CH:4]=[CH:3][CH:2]=1. (8) Given the reactants [F:1][C:2]([C:5]1[O:9][C:8]([CH2:10][N:11]2[CH:15]=[CH:14][C:13]([NH2:16])=[N:12]2)=[CH:7][CH:6]=1)([F:4])[CH3:3].[Cl:17][C:18]1[C:23]([Cl:24])=[CH:22][CH:21]=[CH:20][C:19]=1/[CH:25]=[CH:26]/[C:27](O)=[O:28], predict the reaction product. The product is: [Cl:17][C:18]1[C:23]([Cl:24])=[CH:22][CH:21]=[CH:20][C:19]=1/[CH:25]=[CH:26]/[C:27]([NH:16][C:13]1[CH:14]=[CH:15][N:11]([CH2:10][C:8]2[O:9][C:5]([C:2]([F:1])([F:4])[CH3:3])=[CH:6][CH:7]=2)[N:12]=1)=[O:28]. (9) Given the reactants [CH:1]([O:4][C:5](=[O:17])[C:6]1[CH:11]=[CH:10][C:9]([O:12][CH:13]([CH3:15])[CH3:14])=[C:8]([NH2:16])[CH:7]=1)([CH3:3])[CH3:2].CC1C=CC(C(N)=O)=CC=1N[C:29](N)=[S:30], predict the reaction product. The product is: [CH:1]([O:4][C:5](=[O:17])[C:6]1[CH:11]=[CH:10][C:9]([O:12][CH:13]([CH3:15])[CH3:14])=[C:8]([N:16]=[C:29]=[S:30])[CH:7]=1)([CH3:3])[CH3:2]. (10) Given the reactants CS([C:4]1[N:8]=[C:7]([N:9]2[CH2:14][CH:13]([CH3:15])[CH2:12][CH:11]([CH3:16])[CH2:10]2)[S:6][N:5]=1)=O.[CH3:17][CH:18]([OH:22])[C:19]#[C:20][CH3:21].[H-].[Na+], predict the reaction product. The product is: [CH3:17][CH:18]([O:22][C:4]1[N:8]=[C:7]([N:9]2[CH2:14][CH:13]([CH3:15])[CH2:12][CH:11]([CH3:16])[CH2:10]2)[S:6][N:5]=1)[C:19]#[C:20][CH3:21].